Task: Predict the product of the given reaction.. Dataset: Forward reaction prediction with 1.9M reactions from USPTO patents (1976-2016) (1) Given the reactants C([O:3][C:4](=O)[CH2:5][C:6]1[C:7]([CH3:12])=[N:8][O:9][C:10]=1[CH3:11])C.O.[NH2:15][NH2:16], predict the reaction product. The product is: [CH3:12][C:7]1[C:6]([CH2:5][C:4]([NH:15][NH2:16])=[O:3])=[C:10]([CH3:11])[O:9][N:8]=1. (2) Given the reactants I[CH2:2][CH2:3][CH2:4][CH2:5][CH:6]1[CH2:15][C:14]2[C:9](=[CH:10][CH:11]=[CH:12][CH:13]=2)[N:8]([CH2:16][C:17]2[CH:22]=[CH:21][C:20]([O:23][CH3:24])=[CH:19][CH:18]=2)[C:7]1=[O:25].[Li+].C[Si]([N-][Si](C)(C)C)(C)C, predict the reaction product. The product is: [CH3:24][O:23][C:20]1[CH:21]=[CH:22][C:17]([CH2:16][N:8]2[C:9]3[C:14](=[CH:13][CH:12]=[CH:11][CH:10]=3)[CH2:15][C:6]3([CH2:5][CH2:4][CH2:3][CH2:2]3)[C:7]2=[O:25])=[CH:18][CH:19]=1.